Regression. Given two drug SMILES strings and cell line genomic features, predict the synergy score measuring deviation from expected non-interaction effect. From a dataset of NCI-60 drug combinations with 297,098 pairs across 59 cell lines. (1) Drug 1: CC(C1=C(C=CC(=C1Cl)F)Cl)OC2=C(N=CC(=C2)C3=CN(N=C3)C4CCNCC4)N. Drug 2: N.N.Cl[Pt+2]Cl. Cell line: M14. Synergy scores: CSS=-6.63, Synergy_ZIP=2.92, Synergy_Bliss=0.288, Synergy_Loewe=-3.07, Synergy_HSA=-3.41. (2) Drug 1: CCC1=CC2CC(C3=C(CN(C2)C1)C4=CC=CC=C4N3)(C5=C(C=C6C(=C5)C78CCN9C7C(C=CC9)(C(C(C8N6C)(C(=O)OC)O)OC(=O)C)CC)OC)C(=O)OC.C(C(C(=O)O)O)(C(=O)O)O. Drug 2: CC1=C(C=C(C=C1)NC(=O)C2=CC=C(C=C2)CN3CCN(CC3)C)NC4=NC=CC(=N4)C5=CN=CC=C5. Cell line: SF-268. Synergy scores: CSS=30.9, Synergy_ZIP=7.73, Synergy_Bliss=9.97, Synergy_Loewe=-24.8, Synergy_HSA=8.63. (3) Drug 1: C1CC(=O)NC(=O)C1N2CC3=C(C2=O)C=CC=C3N. Drug 2: C1=CN(C=N1)CC(O)(P(=O)(O)O)P(=O)(O)O. Cell line: HCT116. Synergy scores: CSS=4.77, Synergy_ZIP=1.37, Synergy_Bliss=-11.0, Synergy_Loewe=-5.16, Synergy_HSA=-7.92. (4) Cell line: SF-539. Drug 1: CNC(=O)C1=NC=CC(=C1)OC2=CC=C(C=C2)NC(=O)NC3=CC(=C(C=C3)Cl)C(F)(F)F. Drug 2: CCC1(CC2CC(C3=C(CCN(C2)C1)C4=CC=CC=C4N3)(C5=C(C=C6C(=C5)C78CCN9C7C(C=CC9)(C(C(C8N6C)(C(=O)OC)O)OC(=O)C)CC)OC)C(=O)OC)O.OS(=O)(=O)O. Synergy scores: CSS=2.97, Synergy_ZIP=3.53, Synergy_Bliss=5.35, Synergy_Loewe=3.16, Synergy_HSA=0.251. (5) Drug 1: CCN(CC)CCNC(=O)C1=C(NC(=C1C)C=C2C3=C(C=CC(=C3)F)NC2=O)C. Drug 2: C1=CC=C(C(=C1)C(C2=CC=C(C=C2)Cl)C(Cl)Cl)Cl. Cell line: MOLT-4. Synergy scores: CSS=-4.23, Synergy_ZIP=3.36, Synergy_Bliss=1.40, Synergy_Loewe=-0.609, Synergy_HSA=-3.64. (6) Drug 1: CCC1(CC2CC(C3=C(CCN(C2)C1)C4=CC=CC=C4N3)(C5=C(C=C6C(=C5)C78CCN9C7C(C=CC9)(C(C(C8N6C=O)(C(=O)OC)O)OC(=O)C)CC)OC)C(=O)OC)O.OS(=O)(=O)O. Drug 2: C1=NC2=C(N1)C(=S)N=CN2. Cell line: ACHN. Synergy scores: CSS=15.3, Synergy_ZIP=-3.75, Synergy_Bliss=-1.39, Synergy_Loewe=-3.74, Synergy_HSA=-1.51. (7) Drug 1: C1CCN(CC1)CCOC2=CC=C(C=C2)C(=O)C3=C(SC4=C3C=CC(=C4)O)C5=CC=C(C=C5)O. Drug 2: C(=O)(N)NO. Cell line: OVCAR3. Synergy scores: CSS=4.34, Synergy_ZIP=0.457, Synergy_Bliss=2.65, Synergy_Loewe=-0.284, Synergy_HSA=-0.659.